From a dataset of Reaction yield outcomes from USPTO patents with 853,638 reactions. Predict the reaction yield, written as a fraction of the theoretical maximum amount of product (1.0 means a 100% yield; for example, 0.34 means a 34% yield). (1) No catalyst specified. The product is [NH2:30][CH:26]1[CH2:27][CH2:28][CH2:29][N:24]([C:21]2[N:22]=[CH:23][C:18]([NH:17][C:5]3[C:4]4[C:9](=[CH:10][CH:11]=[C:2]([C:43]5[CH:42]=[C:41]([F:54])[C:40]([OH:55])=[C:39]([Cl:38])[CH:44]=5)[CH:3]=4)[N:8]=[CH:7][C:6]=3[C:12]([CH:14]3[CH2:16][CH2:15]3)=[O:13])=[CH:19][CH:20]=2)[CH2:25]1. The yield is 0.410. The reactants are Br[C:2]1[CH:3]=[C:4]2[C:9](=[CH:10][CH:11]=1)[N:8]=[CH:7][C:6]([C:12]([CH:14]1[CH2:16][CH2:15]1)=[O:13])=[C:5]2[NH:17][C:18]1[CH:19]=[CH:20][C:21]([N:24]2[CH2:29][CH2:28][CH2:27][CH:26]([NH:30]C(=O)OC(C)(C)C)[CH2:25]2)=[N:22][CH:23]=1.[Cl:38][C:39]1[CH:44]=[C:43](B2OC(C)(C)C(C)(C)O2)[CH:42]=[C:41]([F:54])[C:40]=1[OH:55]. (2) The reactants are Cl[C:2]1[C:11]2[C:6](=[CH:7][C:8]3[CH:15]=[C:14]([O:16][CH3:17])[C:13]([O:18][CH3:19])=[CH:12][C:9]=3[CH:10]=2)[N:5]=[CH:4][C:3]=1[C:20]#[N:21].[Cl:22][C:23]1[CH:24]=[C:25]([CH:27]=[CH:28][C:29]=1[F:30])[NH2:26].Cl.N1C=CC=CC=1. The catalyst is C(OCCO)C. The product is [Cl:22][C:23]1[CH:24]=[C:25]([CH:27]=[CH:28][C:29]=1[F:30])[NH:26][C:2]1[C:11]2[C:6](=[CH:7][C:8]3[CH:15]=[C:14]([O:16][CH3:17])[C:13]([O:18][CH3:19])=[CH:12][C:9]=3[CH:10]=2)[N:5]=[CH:4][C:3]=1[C:20]#[N:21]. The yield is 0.830.